Predict the product of the given reaction. From a dataset of Forward reaction prediction with 1.9M reactions from USPTO patents (1976-2016). (1) The product is: [C:10]1([S:16][C:2]2[CH:9]=[CH:8][C:5]([C:6]#[N:7])=[CH:4][CH:3]=2)[CH:15]=[CH:14][CH:13]=[CH:12][CH:11]=1. Given the reactants F[C:2]1[CH:9]=[CH:8][C:5]([C:6]#[N:7])=[CH:4][CH:3]=1.[C:10]1([SH:16])[CH:15]=[CH:14][CH:13]=[CH:12][CH:11]=1.C(=O)([O-])[O-].[K+].[K+], predict the reaction product. (2) Given the reactants [NH4+:1].[Cl-].[N:3]#N.C[Al](C)C.[Cl:9][C:10]1[CH:15]=[CH:14][C:13]([N:16]2[CH:20]([C:21]3[CH:26]=[CH:25][CH:24]=[CH:23][CH:22]=3)[CH2:19][C:18]([C:27](OCC)=O)=[N:17]2)=[CH:12][CH:11]=1, predict the reaction product. The product is: [Cl:9][C:10]1[CH:15]=[CH:14][C:13]([N:16]2[CH:20]([C:21]3[CH:26]=[CH:25][CH:24]=[CH:23][CH:22]=3)[CH2:19][C:18]([C:27]([NH2:3])=[NH:1])=[N:17]2)=[CH:12][CH:11]=1. (3) Given the reactants [C:1]([O:5][C:6]([N:8]1[CH2:13][CH2:12][CH:11]([C:14]2[CH:19]=[CH:18][C:17]([C:20](O)=[O:21])=[CH:16][C:15]=2[S:23]([CH3:26])(=[O:25])=[O:24])[CH2:10][CH2:9]1)=[O:7])([CH3:4])([CH3:3])[CH3:2].[I-].ClC1C=CC=C[N+]=1C.[C:36]([NH:46][C:47]([NH2:49])=[NH:48])([O:38][CH2:39][C:40]1[CH:45]=[CH:44][CH:43]=[CH:42][CH:41]=1)=[O:37].C(N(CC)C(C)C)(C)C, predict the reaction product. The product is: [C:1]([O:5][C:6]([N:8]1[CH2:13][CH2:12][CH:11]([C:14]2[CH:19]=[CH:18][C:17]([C:20]([NH:48][C:47]([NH2:49])=[N:46][C:36]([O:38][CH2:39][C:40]3[CH:45]=[CH:44][CH:43]=[CH:42][CH:41]=3)=[O:37])=[O:21])=[CH:16][C:15]=2[S:23]([CH3:26])(=[O:25])=[O:24])[CH2:10][CH2:9]1)=[O:7])([CH3:4])([CH3:3])[CH3:2]. (4) The product is: [S:2]1[C:6]([CH2:7][O:8][C:9]([NH:37][C@H:29]([C:28]([O:27][CH3:26])=[O:38])[CH2:30][C:31]2[CH:36]=[CH:35][CH:34]=[CH:33][CH:32]=2)=[O:20])=[CH:5][N:4]=[CH:3]1. Given the reactants Cl.[S:2]1[C:6]([CH2:7][O:8][C:9](=[O:20])OC2C=CC([N+]([O-])=O)=CC=2)=[CH:5][N:4]=[CH:3]1.C([O-])(O)=O.[Na+].[CH3:26][O:27][C:28](=[O:38])[C@@H:29]([NH2:37])[CH2:30][C:31]1[CH:36]=[CH:35][CH:34]=[CH:33][CH:32]=1.CCN(CC)CC, predict the reaction product. (5) Given the reactants [CH:1]([C:3]1[CH:4]=[C:5]([CH:22]=[C:23]([CH:25]=O)[CH:24]=1)[O:6][CH2:7][CH2:8][CH2:9][N:10]([CH2:18][CH:19]([CH3:21])[CH3:20])C(=O)OC(C)(C)C)=O.[NH2:27][CH2:28][CH2:29][CH2:30][NH:31][CH2:32][CH2:33][CH2:34][NH:35]C(=O)OC(C)(C)C.[BH4-].[Na+].[OH-].[Na+], predict the reaction product. The product is: [CH2:18]([NH:10][CH2:9][CH2:8][CH2:7][O:6][C:5]1[CH:4]=[C:3]([CH2:1][NH:35][CH2:34][CH2:33][CH2:32][NH:31][CH2:30][CH2:29][CH2:28][NH2:27])[CH:24]=[C:23]([CH2:25][NH:27][CH2:28][CH2:29][CH2:30][NH:31][CH2:32][CH2:33][CH2:34][NH2:35])[CH:22]=1)[CH:19]([CH3:20])[CH3:21]. (6) Given the reactants C(O[C:6]([N:8]1[CH2:12][C:11](=[N:13][O:14][CH3:15])[CH2:10][C@H:9]1[C:16]([OH:18])=O)=[O:7])(C)(C)C.[C:19]1([C:28]2[CH:33]=[CH:32][CH:31]=[CH:30][CH:29]=2)[CH:24]=[CH:23][C:22](C(Cl)=O)=[CH:21][CH:20]=1.[NH2:34][CH2:35][CH2:36][CH2:37][OH:38], predict the reaction product. The product is: [C:28]1([C:19]2[CH:20]=[CH:21][CH:22]=[CH:23][CH:24]=2)[CH:29]=[CH:30][C:31]([C:6]([N:8]2[CH2:12][C:11](=[N:13][O:14][CH3:15])[CH2:10][C@H:9]2[C:16]([NH:34][CH2:35][CH2:36][CH2:37][OH:38])=[O:18])=[O:7])=[CH:32][CH:33]=1. (7) Given the reactants [NH2:1][CH:2]([C:9]1[CH:14]=[CH:13][CH:12]=[CH:11][CH:10]=1)[CH2:3][C:4]([O:6]CC)=[O:5].O.[OH-].[Na+], predict the reaction product. The product is: [NH2:1][C@H:2]([C:9]1[CH:14]=[CH:13][CH:12]=[CH:11][CH:10]=1)[CH2:3][C:4]([OH:6])=[O:5]. (8) Given the reactants [CH3:1][C:2]1[C:3]([C:16]2[CH:21]=[CH:20][C:19]([S:22]([CH3:25])(=[O:24])=[O:23])=[CH:18][CH:17]=2)=[N:4][C:5](S(C)(=O)=O)=[N:6][C:7]=1[C:8]([F:11])([F:10])[F:9].[CH2:26]([NH2:30])[CH:27]([CH3:29])[CH3:28], predict the reaction product. The product is: [CH2:26]([NH:30][C:5]1[N:4]=[C:3]([C:16]2[CH:17]=[CH:18][C:19]([S:22]([CH3:25])(=[O:23])=[O:24])=[CH:20][CH:21]=2)[C:2]([CH3:1])=[C:7]([C:8]([F:9])([F:10])[F:11])[N:6]=1)[CH:27]([CH3:29])[CH3:28].